The task is: Predict the reactants needed to synthesize the given product.. This data is from Full USPTO retrosynthesis dataset with 1.9M reactions from patents (1976-2016). Given the product [C:14]1([CH2:11][O:5][C:6]([N:8]2[CH2:13][CH2:12][CH:11]([C:14]3[C:19]([F:20])=[CH:18][C:17]([N:21]4[CH2:25][C@H:24]([CH2:26][NH:27][C:24](=[O:23])[CH3:25])[O:23][C:22]4=[O:30])=[CH:16][C:15]=3[F:31])[CH2:10][CH2:9]2)=[O:7])[CH:19]=[CH:18][CH:17]=[CH:16][CH:15]=1, predict the reactants needed to synthesize it. The reactants are: CC([O:5][C:6]([N:8]1[CH2:13][CH2:12][CH:11]([C:14]2[C:19]([F:20])=[CH:18][C:17]([N:21]3[CH2:25][C@H:24]([CH2:26][N:27]=[N+]=[N-])[O:23][C:22]3=[O:30])=[CH:16][C:15]=2[F:31])[CH2:10][CH2:9]1)=[O:7])(C)C.